Task: Predict the reactants needed to synthesize the given product.. Dataset: Full USPTO retrosynthesis dataset with 1.9M reactions from patents (1976-2016) Given the product [CH3:11][C:7]1[CH:8]=[CH:3][C:4]([CH:9]=[CH2:10])=[CH:5][CH:6]=1.[CH3:13][C:12]([CH2:14][C:15]([CH3:18])([CH3:17])[CH3:16])=[CH2:11].[CH:1]([C:3]1[CH:8]=[CH:7][CH:6]=[CH:5][C:4]=1[CH:9]=[CH2:10])=[CH2:2], predict the reactants needed to synthesize it. The reactants are: [CH:1]([C:3]1[CH:8]=[CH:7][CH:6]=[CH:5][C:4]=1[CH:9]=[CH2:10])=[CH2:2].[CH3:11][C:12]([CH2:14][C:15]([CH3:18])([CH3:17])[CH3:16])=[CH2:13].[Al+3].[Cl-].[Cl-].[Cl-].BrBr.